Dataset: Catalyst prediction with 721,799 reactions and 888 catalyst types from USPTO. Task: Predict which catalyst facilitates the given reaction. Product: [CH3:28][C:29]1[C:33]([C:2]2[CH:7]=[CH:6][C:5]([C:8]3[C:14]4[CH:15]=[C:16]([O:21][CH3:22])[C:17]([O:19][CH3:20])=[CH:18][C:13]=4[CH2:12][CH:11]([CH3:23])[N:10]([C:24]([NH:26][CH3:27])=[O:25])[N:9]=3)=[CH:4][CH:3]=2)=[C:32]([CH3:37])[O:31][N:30]=1. The catalyst class is: 75. Reactant: Br[C:2]1[CH:7]=[CH:6][C:5]([C:8]2[C:14]3[CH:15]=[C:16]([O:21][CH3:22])[C:17]([O:19][CH3:20])=[CH:18][C:13]=3[CH2:12][CH:11]([CH3:23])[N:10]([C:24]([NH:26][CH3:27])=[O:25])[N:9]=2)=[CH:4][CH:3]=1.[CH3:28][C:29]1[C:33](B(O)O)=[C:32]([CH3:37])[O:31][N:30]=1.C(=O)([O-])[O-].[K+].[K+].